Task: Predict which catalyst facilitates the given reaction.. Dataset: Catalyst prediction with 721,799 reactions and 888 catalyst types from USPTO Reactant: [CH3:1][O:2][CH2:3][CH2:4][CH2:5][OH:6].[C:7]([N:14]1[CH:18]=[CH:17]N=[CH:15]1)(N1C=CN=C1)=[O:8].C1(C)C=CC(S(O)(=O)=O)=CC=1.[O:30]1[CH2:35][CH2:34][CH2:33][CH2:32][CH:31]1[O:36][NH:37][C:38]([C:40]1[CH:41]=[C:42]2[C:47](=[CH:48][CH:49]=1)CNCC2)=[O:39]. Product: [CH3:1][O:2][CH2:3][CH2:4][CH2:5][O:6][C:7]([N:14]1[CH2:15][CH2:47][C:48]2[C:17](=[CH:42][CH:41]=[C:40]([C:38](=[O:39])[NH:37][O:36][CH:31]3[CH2:32][CH2:33][CH2:34][CH2:35][O:30]3)[CH:49]=2)[CH2:18]1)=[O:8]. The catalyst class is: 46.